This data is from Reaction yield outcomes from USPTO patents with 853,638 reactions. The task is: Predict the reaction yield, written as a fraction of the theoretical maximum amount of product (1.0 means a 100% yield; for example, 0.34 means a 34% yield). (1) The reactants are I[C:2]1[CH:10]=[C:9]2[C:5]([C:6]([CH:19]=[CH:20][C:21]3[CH:26]=[CH:25][CH:24]=[CH:23][CH:22]=3)=[N:7][N:8]2[CH2:11][O:12][CH2:13][CH2:14][Si:15]([CH3:18])([CH3:17])[CH3:16])=[CH:4][CH:3]=1.C([Li])CCC.[N+:32]([C:35]1[CH:36]=[C:37]([C:41](OS(C(F)(F)F)(=O)=O)=[CH2:42])[CH:38]=[CH:39][CH:40]=1)([O-:34])=[O:33]. The catalyst is C1COCC1.[Cl-].[Zn+2].[Cl-].C1C=CC([P]([Pd]([P](C2C=CC=CC=2)(C2C=CC=CC=2)C2C=CC=CC=2)([P](C2C=CC=CC=2)(C2C=CC=CC=2)C2C=CC=CC=2)[P](C2C=CC=CC=2)(C2C=CC=CC=2)C2C=CC=CC=2)(C2C=CC=CC=2)C2C=CC=CC=2)=CC=1. The product is [N+:32]([C:35]1[CH:36]=[C:37]([C:41]([C:2]2[CH:10]=[C:9]3[C:5]([C:6]([CH:19]=[CH:20][C:21]4[CH:22]=[CH:23][CH:24]=[CH:25][CH:26]=4)=[N:7][N:8]3[CH2:11][O:12][CH2:13][CH2:14][Si:15]([CH3:18])([CH3:17])[CH3:16])=[CH:4][CH:3]=2)=[CH2:42])[CH:38]=[CH:39][CH:40]=1)([O-:34])=[O:33]. The yield is 0.520. (2) The reactants are [OH-].[Na+].O.C([O:6][C:7](=[O:45])[CH2:8][C:9]1[N:10]=[C:11]([C:14]2[CH:19]=[CH:18][C:17]([C:20]([CH2:42][CH3:43])([C:23]3[CH:28]=[CH:27][C:26](/[CH:29]=[CH:30]/[C:31]([OH:40])([C:36]([F:39])([F:38])[F:37])[C:32]([F:35])([F:34])[F:33])=[C:25]([CH3:41])[CH:24]=3)[CH2:21][CH3:22])=[CH:16][C:15]=2[CH3:44])[S:12][CH:13]=1)C.Cl. The yield is 0.940. The product is [CH2:21]([C:20]([C:17]1[CH:18]=[CH:19][C:14]([C:11]2[S:12][CH:13]=[C:9]([CH2:8][C:7]([OH:45])=[O:6])[N:10]=2)=[C:15]([CH3:44])[CH:16]=1)([C:23]1[CH:28]=[CH:27][C:26](/[CH:29]=[CH:30]/[C:31]([OH:40])([C:36]([F:37])([F:38])[F:39])[C:32]([F:34])([F:35])[F:33])=[C:25]([CH3:41])[CH:24]=1)[CH2:42][CH3:43])[CH3:22]. The catalyst is CO. (3) The reactants are [CH3:1][O:2][C:3]1[CH:8]=[CH:7][C:6]([N+:9]([O-])=O)=[CH:5][C:4]=1[CH3:12]. The catalyst is [Pd].CO. The product is [CH3:1][O:2][C:3]1[CH:8]=[CH:7][C:6]([NH2:9])=[CH:5][C:4]=1[CH3:12]. The yield is 1.00. (4) The reactants are [Cl:1][C:2]1[CH:15]=[N:14][C:5]2[NH:6][C:7]3[CH2:8][CH2:9][CH2:10][C:11](=[O:13])[C:12]=3[C:4]=2[CH:3]=1.[Br-:16].[Br-].[Br-].C([N+](CCCC)(CCCC)CCCC)CCC.C([N+](CCCC)(CCCC)CCCC)CCC.C([N+](CCCC)(CCCC)CCCC)CCC.Cl. The catalyst is CN(C)C=O. The product is [Cl:1][C:2]1[CH:15]=[N:14][C:5]2[NH:6][C:7]3[CH2:8][CH2:9][CH:10]([Br:16])[C:11](=[O:13])[C:12]=3[C:4]=2[CH:3]=1. The yield is 0.920. (5) The product is [CH:11]([C:16]1[N:8]2[CH:7]=[C:6]([O:9][C:10]3[CH:15]=[CH:14][CH:13]=[CH:12][C:11]=3[CH2:16][O:17][C:18](=[O:22])[CH:19]([CH3:21])[CH3:20])[CH:5]=[CH:4][C:3]2=[N:1][N:2]=1)([CH3:12])[CH3:10]. No catalyst specified. The reactants are [NH:1]([C:3]1[N:8]=[CH:7][C:6]([O:9][C:10]2[CH:15]=[CH:14][CH:13]=[CH:12][C:11]=2[CH2:16][OH:17])=[CH:5][CH:4]=1)[NH2:2].[C:18](Cl)(=[O:22])[CH:19]([CH3:21])[CH3:20]. The yield is 0.390. (6) The reactants are CCN(C(C)C)C(C)C.[F:10][C:11]([F:28])([F:27])[O:12][C:13]1[CH:14]=[CH:15][CH:16]=[C:17]2[C:22]=1[O:21][C:20](=[O:23])[C:19]([C:24]([OH:26])=O)=[CH:18]2.CN(C(ON1N=NC2C=CC=NC1=2)=[N+](C)C)C.F[P-](F)(F)(F)(F)F.[F:53][C:54]([F:70])([F:69])[O:55][C:56]1[CH:61]=[CH:60][CH:59]=[CH:58][C:57]=1[C:62]1[CH:67]=[CH:66][CH:65]=[C:64]([NH2:68])[CH:63]=1. The catalyst is CN(C=O)C. The product is [F:53][C:54]([F:69])([F:70])[O:55][C:56]1[CH:61]=[CH:60][CH:59]=[CH:58][C:57]=1[C:62]1[CH:67]=[CH:66][CH:65]=[C:64]([NH:68][C:24]([C:19]2[C:20](=[O:23])[O:21][C:22]3[C:17]([CH:18]=2)=[CH:16][CH:15]=[CH:14][C:13]=3[O:12][C:11]([F:10])([F:28])[F:27])=[O:26])[CH:63]=1. The yield is 0.900. (7) The reactants are [OH:1][C:2]1[CH:3]=[C:4]2[C:9](=[CH:10][CH:11]=1)[CH:8]=[C:7]([CH:12]([CH3:16])[C:13]([OH:15])=[O:14])[CH:6]=[CH:5]2.OS(O)(=O)=O.[C:22]([O-])(O)=O.[Na+].O. The catalyst is CO.OS(O)(=O)=O.C(OCC)(=O)C.C(OCC)C. The product is [CH3:22][O:14][C:13](=[O:15])[CH:12]([C:7]1[CH:6]=[CH:5][C:4]2[C:9](=[CH:10][CH:11]=[C:2]([OH:1])[CH:3]=2)[CH:8]=1)[CH3:16]. The yield is 0.700. (8) The reactants are Cl[C:2]1[C:3]2[CH:25]=[C:24]([Cl:26])[CH:23]=[CH:22][C:4]=2[N:5]([CH3:21])[C:6](=[O:20])[CH:7]([CH2:9][C:10]2[CH:19]=[CH:18][C:17]3[C:12](=[CH:13][CH:14]=[CH:15][CH:16]=3)[CH:11]=2)[N:8]=1.[OH:27][CH:28]1[CH2:33][CH2:32][NH:31][CH2:30][CH2:29]1.C(=O)([O-])[O-].[Na+].[Na+]. The catalyst is [I-].C([N+](CCCC)(CCCC)CCCC)CCC.C1(C)C=CC=CC=1.C(OCC)(=O)C. The product is [Cl:26][C:24]1[CH:23]=[CH:22][C:4]2[N:5]([CH3:21])[C:6](=[O:20])[CH:7]([CH2:9][C:10]3[CH:19]=[CH:18][C:17]4[C:12](=[CH:13][CH:14]=[CH:15][CH:16]=4)[CH:11]=3)[N:8]=[C:2]([N:31]3[CH2:32][CH2:33][CH:28]([OH:27])[CH2:29][CH2:30]3)[C:3]=2[CH:25]=1. The yield is 0.0800. (9) The reactants are [CH3:1][O:2][P:3]([CH2:7][CH2:8][C@@H:9]([OH:23])[CH2:10][C@@H:11]([OH:22])[CH2:12][NH:13][O:14][CH2:15][C:16]1[CH:21]=[CH:20][CH:19]=[CH:18][CH:17]=1)(=[O:6])[O:4][CH3:5].FC(F)(F)[CH2:26][O:27]C=O. The product is [CH3:1][O:2][P:3]([CH2:7][CH2:8][C@@H:9]([OH:23])[CH2:10][C@@H:11]([OH:22])[CH2:12][N:13]([O:14][CH2:15][C:16]1[CH:17]=[CH:18][CH:19]=[CH:20][CH:21]=1)[CH:26]=[O:27])(=[O:6])[O:4][CH3:5]. The yield is 0.506. The catalyst is C1COCC1.